From a dataset of Full USPTO retrosynthesis dataset with 1.9M reactions from patents (1976-2016). Predict the reactants needed to synthesize the given product. (1) Given the product [C:1]1([C:7]2[CH:11]=[C:10]([CH:12]=[O:13])[O:9][N:8]=2)[CH:2]=[CH:3][CH:4]=[CH:5][CH:6]=1, predict the reactants needed to synthesize it. The reactants are: [C:1]1([C:7]2[CH:11]=[C:10]([CH2:12][OH:13])[O:9][N:8]=2)[CH:6]=[CH:5][CH:4]=[CH:3][CH:2]=1.[Cr](Cl)([O-])(=O)=O.[NH+]1C=CC=CC=1. (2) The reactants are: [C:1]1([CH3:23])[CH:6]=[CH:5][C:4]([S:7]([CH2:10][CH2:11][O:12][C:13](=[O:22])[CH2:14][O:15][C:16]2[CH:21]=[CH:20][CH:19]=[CH:18][CH:17]=2)(=[O:9])=[O:8])=[CH:3][CH:2]=1.[Cl:24][S:25](O)(=[O:27])=[O:26]. Given the product [C:1]1([CH3:23])[CH:2]=[CH:3][C:4]([S:7]([CH2:10][CH2:11][O:12][C:13](=[O:22])[CH2:14][O:15][C:16]2[CH:17]=[CH:18][C:19]([S:25]([Cl:24])(=[O:27])=[O:26])=[CH:20][CH:21]=2)(=[O:9])=[O:8])=[CH:5][CH:6]=1, predict the reactants needed to synthesize it. (3) Given the product [C:1]([CH:4]1[CH2:9][CH2:8][O:7][CH2:6][CH2:5]1)(=[O:3])[CH3:2], predict the reactants needed to synthesize it. The reactants are: [C:1]([C:4]1(C(OC)=O)[CH2:9][CH2:8][O:7][CH2:6][CH2:5]1)(=[O:3])[CH3:2].S(=O)(=O)(O)O. (4) Given the product [Cl:1][C:2]1[CH:7]=[CH:6][C:5]([C:8]2[C:9]([C:21]3[CH:26]=[CH:25][CH:24]=[CH:23][C:22]=3[Cl:27])=[N:10][C:11]([N:14]3[CH2:15][CH2:16][N:17]([CH:18]([CH3:20])[CH3:19])[C:28]3=[O:29])=[N:12][CH:13]=2)=[CH:4][CH:3]=1, predict the reactants needed to synthesize it. The reactants are: [Cl:1][C:2]1[CH:7]=[CH:6][C:5]([C:8]2[C:9]([C:21]3[CH:26]=[CH:25][CH:24]=[CH:23][C:22]=3[Cl:27])=[N:10][C:11]([NH:14][CH2:15][CH2:16][NH:17][CH:18]([CH3:20])[CH3:19])=[N:12][CH:13]=2)=[CH:4][CH:3]=1.[C:28](N1C=CN=C1)(N1C=CN=C1)=[O:29]. (5) The reactants are: FC(F)(F)C(O)=O.[I:8][C:9]1[N:14]=[N:13][C:12]([N:15]2[CH2:20][CH2:19][N:18](C(OC(C)(C)C)=O)[CH2:17][CH2:16]2)=[CH:11][CH:10]=1.C([O-])([O-])=O.[K+].[K+]. Given the product [I:8][C:9]1[N:14]=[N:13][C:12]([N:15]2[CH2:16][CH2:17][NH:18][CH2:19][CH2:20]2)=[CH:11][CH:10]=1, predict the reactants needed to synthesize it. (6) Given the product [CH3:1][O:2][C:3](=[O:27])[C@H:4]([NH2:16])[CH2:5][C:6]1[CH:15]=[CH:14][C:9]2[NH:10][C:11](=[O:13])[O:12][C:8]=2[CH:7]=1, predict the reactants needed to synthesize it. The reactants are: [CH3:1][O:2][C:3](=[O:27])[C@H:4]([NH:16]C(OCC1C=CC=CC=1)=O)[CH2:5][C:6]1[CH:15]=[CH:14][C:9]2[NH:10][C:11](=[O:13])[O:12][C:8]=2[CH:7]=1.C(=O)(O)[O-].[Na+].